Dataset: Forward reaction prediction with 1.9M reactions from USPTO patents (1976-2016). Task: Predict the product of the given reaction. The product is: [Br:37][C:16]1[C:17]([O:19][CH3:20])=[CH:18][C:11]2[N:10]([CH2:21][C:22]3[CH:27]=[CH:26][CH:25]=[C:24]([F:28])[CH:23]=3)[C:9](=[O:29])[CH:8]([C:6]([O:5][C:1]([CH3:4])([CH3:2])[CH3:3])=[O:7])[CH2:14][CH2:13][C:12]=2[CH:15]=1. Given the reactants [C:1]([O:5][C:6]([CH:8]1[CH2:14][CH2:13][C:12]2[CH:15]=[CH:16][C:17]([O:19][CH3:20])=[CH:18][C:11]=2[N:10]([CH2:21][C:22]2[CH:27]=[CH:26][CH:25]=[C:24]([F:28])[CH:23]=2)[C:9]1=[O:29])=[O:7])([CH3:4])([CH3:3])[CH3:2].C1C(=O)N([Br:37])C(=O)C1, predict the reaction product.